From a dataset of Forward reaction prediction with 1.9M reactions from USPTO patents (1976-2016). Predict the product of the given reaction. (1) Given the reactants [OH-].[K+].[F:3][C:4]1[CH:11]=[CH:10][C:7]([CH:8]=O)=[CH:6][CH:5]=1.[C:12]1(=[O:19])[CH2:18][CH2:17][CH2:16][CH2:15][CH2:14][CH2:13]1.Cl, predict the reaction product. The product is: [F:3][C:4]1[CH:11]=[CH:10][C:7]([CH:8]=[C:13]2[CH2:14][CH2:15][CH2:16][CH2:17][CH2:18][C:12]2=[O:19])=[CH:6][CH:5]=1. (2) The product is: [N:3]1[CH:4]=[CH:5][CH:6]=[CH:7][C:2]=1[C:29]([C:21]1([C:17]2[CH:18]=[N:19][CH:20]=[C:15]([C:14]([F:32])([F:31])[F:13])[CH:16]=2)[CH2:24][C:23]2([O:28][CH2:27][CH2:26][O:25]2)[CH2:22]1)=[O:34]. Given the reactants Br[C:2]1[CH:7]=[CH:6][CH:5]=[CH:4][N:3]=1.C([Li])CCC.[F:13][C:14]([F:32])([F:31])[C:15]1[CH:16]=[C:17]([C:21]2([C:29]#N)[CH2:24][C:23]3([O:28][CH2:27][CH2:26][O:25]3)[CH2:22]2)[CH:18]=[N:19][CH:20]=1.Cl.[OH-:34].[Na+], predict the reaction product. (3) Given the reactants F[C:2]1[CH:3]=[C:4]([C:11]2[CH:16]=[CH:15][C:14]([C:17]([F:20])([F:19])[F:18])=[CH:13][CH:12]=2)[CH:5]=[CH:6][C:7]=1[N+:8]([O-])=O.[CH3:21][C:22]([C:25](O)=[O:26])([CH3:24])[NH2:23].N1C=CC=CC=1.C(N(CC)CC)C.[H][H], predict the reaction product. The product is: [CH3:21][C:22]1([CH3:24])[NH:23][C:2]2[C:7](=[CH:6][CH:5]=[C:4]([C:11]3[CH:16]=[CH:15][C:14]([C:17]([F:20])([F:19])[F:18])=[CH:13][CH:12]=3)[CH:3]=2)[NH:8][C:25]1=[O:26]. (4) The product is: [ClH:23].[N:1]12[CH2:6][CH2:5][CH:4]([CH2:7][CH2:8]1)[C@@H:3]([O:9][C:10]1[CH:15]=[CH:14][C:13]([NH:16][C:17]3[CH:22]=[CH:21][CH:20]=[CH:19][CH:18]=3)=[CH:12][CH:11]=1)[CH2:2]2. Given the reactants [N:1]12[CH2:8][CH2:7][CH:4]([CH2:5][CH2:6]1)[C@@H:3]([O:9][C:10]1[CH:15]=[CH:14][C:13]([NH:16][C:17]3[CH:22]=[CH:21][CH:20]=[CH:19][CH:18]=3)=[CH:12][CH:11]=1)[CH2:2]2.[ClH:23].O1CCOCC1, predict the reaction product. (5) Given the reactants [C:1](/[N:3]=[C:4](\SC)/[NH:5][C:6]1[CH:11]=[C:10]([C:12]([CH3:15])([CH3:14])[CH3:13])[CH:9]=[C:8]([C:16]([CH3:19])([CH3:18])[CH3:17])[CH:7]=1)#[N:2].[NH2:22][NH2:23], predict the reaction product. The product is: [C:16]([C:8]1[CH:7]=[C:6]([NH:5][C:4]2[N:3]=[C:1]([NH2:2])[NH:23][N:22]=2)[CH:11]=[C:10]([C:12]([CH3:13])([CH3:14])[CH3:15])[CH:9]=1)([CH3:17])([CH3:18])[CH3:19]. (6) Given the reactants [CH2:1]([O:8][C:9]1[CH:10]=[C:11]2[C:15](=[CH:16][CH:17]=1)[N:14]([C:18]1[CH:23]=[CH:22][C:21]([Cl:24])=[C:20]([Cl:25])[CH:19]=1)[CH:13]=[C:12]2[CH:26]=O)[C:2]1[CH:7]=[CH:6][CH:5]=[CH:4][CH:3]=1.[S:28]1[CH2:32][C:31](=[O:33])[NH:30][C:29]1=[O:34].N1CCCCC1, predict the reaction product. The product is: [CH2:1]([O:8][C:9]1[CH:10]=[C:11]2[C:15](=[CH:16][CH:17]=1)[N:14]([C:18]1[CH:23]=[CH:22][C:21]([Cl:24])=[C:20]([Cl:25])[CH:19]=1)[CH:13]=[C:12]2[CH:26]=[C:32]1[S:28][C:29](=[O:34])[NH:30][C:31]1=[O:33])[C:2]1[CH:7]=[CH:6][CH:5]=[CH:4][CH:3]=1. (7) Given the reactants [F:1][C:2]1[CH:7]=[CH:6][C:5]([C:8]([F:11])([F:10])[F:9])=[CH:4][C:3]=1[NH:12][C:13]1[N:17]([CH3:18])[C:16]2[CH:19]=[CH:20][C:21]([O:23][C:24]3(C(O)=O)[CH:29]=[CH:28][CH:27]=[CH:26][NH:25]3)=[CH:22][C:15]=2[N:14]=1.[N:33]1([CH2:38][CH2:39][NH2:40])[CH2:37][CH2:36][CH2:35][CH2:34]1.CN([C:44]([O:48]N1N=NC2C=CC=CC1=2)=[N+](C)C)C.F[P-](F)(F)(F)(F)F.C(N(CC)C(C)C)(C)C, predict the reaction product. The product is: [F:1][C:2]1[CH:7]=[CH:6][C:5]([C:8]([F:11])([F:10])[F:9])=[CH:4][C:3]=1[NH:12][C:13]1[N:17]([CH3:18])[C:16]2[CH:19]=[CH:20][C:21]([O:23][C:24]3([CH:36]4[CH2:37][N:33]([CH2:38][CH2:39][NH:40][CH:44]=[O:48])[CH2:34][CH2:35]4)[CH:29]=[CH:28][CH:27]=[CH:26][NH:25]3)=[CH:22][C:15]=2[N:14]=1. (8) Given the reactants [F:1][C@H:2]1[C@H:7]([O:8][C:9]2[CH:10]=[C:11]([F:33])[CH:12]=[C:13]3[C:18]=2[N:17]=[C:16]([C:19]2[N:23]4[CH:24]=[CH:25][C:26]([O:28][CH2:29][CH2:30][O:31][CH3:32])=[CH:27][C:22]4=[N:21][CH:20]=2)[CH:15]=[CH:14]3)[CH2:6][CH2:5][N:4](C(OCC2C=CC=CC=2)=O)[CH2:3]1.C1COCC1, predict the reaction product. The product is: [F:33][C:11]1[CH:12]=[C:13]2[C:18](=[C:9]([O:8][C@@H:7]3[CH2:6][CH2:5][NH:4][CH2:3][C@H:2]3[F:1])[CH:10]=1)[N:17]=[C:16]([C:19]1[N:23]3[CH:24]=[CH:25][C:26]([O:28][CH2:29][CH2:30][O:31][CH3:32])=[CH:27][C:22]3=[N:21][CH:20]=1)[CH:15]=[CH:14]2.